The task is: Predict the reactants needed to synthesize the given product.. This data is from Full USPTO retrosynthesis dataset with 1.9M reactions from patents (1976-2016). (1) Given the product [CH2:1]([C:5]1[N:6]=[C:7]([CH3:27])[N:8]([C:32]2[CH:33]=[CH:34][C:29]([Cl:28])=[CH:30][CH:31]=2)[C:9](=[O:26])[C:10]=1[CH2:11][C:12]1[CH:17]=[CH:16][C:15]([C:18]2[C:19]([C:24]#[N:25])=[CH:20][CH:21]=[CH:22][CH:23]=2)=[CH:14][CH:13]=1)[CH2:2][CH2:3][CH3:4], predict the reactants needed to synthesize it. The reactants are: [CH2:1]([C:5]1[N:6]=[C:7]([CH3:27])[NH:8][C:9](=[O:26])[C:10]=1[CH2:11][C:12]1[CH:17]=[CH:16][C:15]([C:18]2[C:19]([C:24]#[N:25])=[CH:20][CH:21]=[CH:22][CH:23]=2)=[CH:14][CH:13]=1)[CH2:2][CH2:3][CH3:4].[Cl:28][C:29]1[CH:34]=[CH:33][C:32](B(O)O)=[CH:31][CH:30]=1.C(N(CC)CC)C.N1C=CC=CC=1. (2) Given the product [OH:1][C:2]1[C:9]([O:10][CH2:11][CH2:12][CH3:13])=[CH:8][C:5]([CH:6]2[C:24]([C:25]3[CH:30]=[CH:29][CH:28]=[CH:27][CH:26]=3)=[C:23]([C:17]3[CH:22]=[CH:21][CH:20]=[CH:19][CH:18]=3)[NH:35][C:33](=[O:34])[NH:32]2)=[CH:4][C:3]=1[N+:14]([O-:16])=[O:15], predict the reactants needed to synthesize it. The reactants are: [OH:1][C:2]1[C:9]([O:10][CH2:11][CH2:12][CH3:13])=[CH:8][C:5]([CH:6]=O)=[CH:4][C:3]=1[N+:14]([O-:16])=[O:15].[C:17]1([C:23](=O)[CH2:24][C:25]2[CH:30]=[CH:29][CH:28]=[CH:27][CH:26]=2)[CH:22]=[CH:21][CH:20]=[CH:19][CH:18]=1.[NH2:32][C:33]([NH2:35])=[O:34].Cl. (3) Given the product [O:4]1[C:12]2[CH:11]=[CH:10][N:9]=[C:8]([N:13]3[CH2:18][CH2:17][N:16]([CH2:19][CH2:20][C@H:21]4[CH2:26][CH2:25][C@H:24]([NH:27][C:34](=[O:35])[CH2:33][CH:29]5[CH2:30][CH2:31][CH2:32][O:28]5)[CH2:23][CH2:22]4)[CH2:15][CH2:14]3)[C:7]=2[CH2:6][CH2:5]1, predict the reactants needed to synthesize it. The reactants are: Cl.Cl.Cl.[O:4]1[C:12]2[CH:11]=[CH:10][N:9]=[C:8]([N:13]3[CH2:18][CH2:17][N:16]([CH2:19][CH2:20][C@H:21]4[CH2:26][CH2:25][C@H:24]([NH2:27])[CH2:23][CH2:22]4)[CH2:15][CH2:14]3)[C:7]=2[CH2:6][CH2:5]1.[O:28]1[CH2:32][CH2:31][CH2:30][CH:29]1[CH2:33][C:34](O)=[O:35]. (4) Given the product [CH2:30]([S:33]([N:3]1[CH2:8][CH2:7][CH2:6][C@@H:5]([NH:9][C:10]([NH:12][C:13]2[N:14]=[C:15]3[CH:21]=[CH:20][N:19]([CH2:22][O:23][CH2:24][CH2:25][Si:26]([CH3:29])([CH3:28])[CH3:27])[C:16]3=[N:17][CH:18]=2)=[O:11])[CH2:4]1)(=[O:35])=[O:34])[CH2:31][CH3:32], predict the reactants needed to synthesize it. The reactants are: Cl.Cl.[NH:3]1[CH2:8][CH2:7][CH2:6][CH:5]([NH:9][C:10]([NH:12][C:13]2[N:14]=[C:15]3[CH:21]=[CH:20][N:19]([CH2:22][O:23][CH2:24][CH2:25][Si:26]([CH3:29])([CH3:28])[CH3:27])[C:16]3=[N:17][CH:18]=2)=[O:11])[CH2:4]1.[CH2:30]([S:33](Cl)(=[O:35])=[O:34])[CH2:31][CH3:32].